This data is from Reaction yield outcomes from USPTO patents with 853,638 reactions. The task is: Predict the reaction yield, written as a fraction of the theoretical maximum amount of product (1.0 means a 100% yield; for example, 0.34 means a 34% yield). (1) The reactants are [N:1]([CH2:4][C@H:5]1[CH2:10][O:9][C@H:8]([C:11]2[CH:16]=[CH:15][CH:14]=[CH:13][CH:12]=2)[CH2:7][O:6]1)=[N+]=[N-].C1(P(C2C=CC=CC=2)C2C=CC=CC=2)C=CC=CC=1.C1COCC1.[NH4+]. The catalyst is O. The product is [C:11]1([C@@H:8]2[CH2:7][O:6][C@@H:5]([CH2:4][NH2:1])[CH2:10][O:9]2)[CH:12]=[CH:13][CH:14]=[CH:15][CH:16]=1. The yield is 0.996. (2) The reactants are [C:1]([O:5][C:6]([N:8]1[CH2:16][C:15]2[C:10](=[CH:11][CH:12]=[C:13](Br)[CH:14]=2)[CH2:9]1)=[O:7])([CH3:4])([CH3:3])[CH3:2].C(=O)([O-])[O-].[K+].[K+].[B:24]1([B:24]2[O:28][C:27]([CH3:30])([CH3:29])[C:26]([CH3:32])([CH3:31])[O:25]2)[O:28][C:27]([CH3:30])([CH3:29])[C:26]([CH3:32])([CH3:31])[O:25]1. The catalyst is CN(C=O)C. The product is [C:1]([O:5][C:6]([N:8]1[CH2:16][C:15]2[C:10](=[CH:11][CH:12]=[C:13]([B:24]3[O:28][C:27]([CH3:30])([CH3:29])[C:26]([CH3:32])([CH3:31])[O:25]3)[CH:14]=2)[CH2:9]1)=[O:7])([CH3:4])([CH3:3])[CH3:2]. The yield is 0.630.